This data is from Reaction yield outcomes from USPTO patents with 853,638 reactions. The task is: Predict the reaction yield, written as a fraction of the theoretical maximum amount of product (1.0 means a 100% yield; for example, 0.34 means a 34% yield). (1) The reactants are Cl[C:2]1[N:7]=[C:6]([C:8]2[S:12][C:11]([N:13]3[CH2:18][CH2:17][N:16]([S:19]([CH3:22])(=[O:21])=[O:20])[CH2:15][CH2:14]3)=[N:10][C:9]=2[C:23]2[C:24]([F:41])=[C:25]([NH:29][S:30]([C:33]3[CH:38]=[C:37]([F:39])[CH:36]=[CH:35][C:34]=3[F:40])(=[O:32])=[O:31])[CH:26]=[CH:27][CH:28]=2)[CH:5]=[CH:4][N:3]=1.[NH4+:42].[OH-].C(Cl)Cl. The catalyst is CO. The product is [NH2:42][C:2]1[N:7]=[C:6]([C:8]2[S:12][C:11]([N:13]3[CH2:18][CH2:17][N:16]([S:19]([CH3:22])(=[O:21])=[O:20])[CH2:15][CH2:14]3)=[N:10][C:9]=2[C:23]2[C:24]([F:41])=[C:25]([NH:29][S:30]([C:33]3[CH:38]=[C:37]([F:39])[CH:36]=[CH:35][C:34]=3[F:40])(=[O:32])=[O:31])[CH:26]=[CH:27][CH:28]=2)[CH:5]=[CH:4][N:3]=1. The yield is 1.00. (2) The reactants are CN(C)[CH:3]=[CH:4][C:5]([C:7]1[N:14]2[C:10]([S:11][CH:12]=[CH:13]2)=[N:9][C:8]=1[C:15]1[CH:20]=[CH:19][CH:18]=[C:17]([O:21][CH3:22])[CH:16]=1)=O.Cl.[NH2:25]/[C:26](/[NH:29][C@@H:30]1[CH2:35][CH2:34][CH2:33][N:32]([C:36]([O:38][C:39]([CH3:42])([CH3:41])[CH3:40])=[O:37])[CH2:31]1)=[N:27]/[H].[O-]CC.[Na+]. The catalyst is C(O)C. The product is [CH3:22][O:21][C:17]1[CH:16]=[C:15]([C:8]2[N:9]=[C:10]3[N:14]([C:7]=2[C:5]2[CH:4]=[CH:3][N:27]=[C:26]([NH:29][C@@H:30]4[CH2:35][CH2:34][CH2:33][N:32]([C:36]([O:38][C:39]([CH3:42])([CH3:41])[CH3:40])=[O:37])[CH2:31]4)[N:25]=2)[CH:13]=[CH:12][S:11]3)[CH:20]=[CH:19][CH:18]=1. The yield is 0.930. (3) The reactants are Cl.[CH3:2][NH:3][OH:4].CO[Na].[Br:8][C:9]1[CH:28]=[CH:27][C:12]2[O:13]C[CH:15](C3C=CC=CC=3)[CH2:16][C:17](=[N:18][C:19]#[N:20])[C:11]=2[CH:10]=1. The catalyst is CO. The product is [Br:8][C:9]1[CH:10]=[C:11]2[C:17]3([O:4][N:3]([CH3:2])[C:19]([NH2:20])=[N:18]3)[CH2:16][CH2:15][O:13][C:12]2=[CH:27][CH:28]=1. The yield is 0.720. (4) The yield is 0.930. The reactants are Cl.[CH3:2][O:3][C:4]1[CH:5]=[C:6]2[C:11](=[CH:12][CH:13]=1)[C:10]([C:14]1[CH:27]=[CH:26][C:17]([O:18][CH2:19][CH2:20][N:21]3[CH2:25][CH2:24][CH2:23][CH2:22]3)=[CH:16][CH:15]=1)=[C:9]([C:28]1[CH:33]=[CH:32][CH:31]=[CH:30][CH:29]=1)[CH2:8][CH2:7]2. The product is [CH3:2][O:3][C:4]1[CH:5]=[C:6]2[C:11](=[CH:12][CH:13]=1)[C@@H:10]([C:14]1[CH:27]=[CH:26][C:17]([O:18][CH2:19][CH2:20][N:21]3[CH2:25][CH2:24][CH2:23][CH2:22]3)=[CH:16][CH:15]=1)[C@@H:9]([C:28]1[CH:33]=[CH:32][CH:31]=[CH:30][CH:29]=1)[CH2:8][CH2:7]2. The catalyst is C(O)C.[OH-].[OH-].[Pd+2]. (5) The reactants are [CH:1]1([C:4]([OH:6])=O)[CH2:3][CH2:2]1.[N:7]([C@@H:10]1[C@H:14]2[O:15][CH2:16][C@H:17]([NH2:18])[C@H:13]2[O:12][CH2:11]1)=[N+:8]=[N-:9]. No catalyst specified. The product is [N:7]([C@@H:10]1[C@H:14]2[O:15][CH2:16][C@H:17]([NH:18][C:4]([CH:1]3[CH2:3][CH2:2]3)=[O:6])[C@H:13]2[O:12][CH2:11]1)=[N+:8]=[N-:9]. The yield is 0.690. (6) The reactants are [N:1]1([C:7]([O:9][C:10]([CH3:13])([CH3:12])[CH3:11])=[O:8])[CH2:6][CH2:5][NH:4][CH2:3][CH2:2]1.Br[C:15]1[CH:27]=[CH:26][C:18]([O:19][CH:20]2[CH2:25][CH2:24][CH2:23][CH2:22][O:21]2)=[CH:17][C:16]=1[Cl:28].CC(C)([O-])C.[Na+].C(OCC)(=O)C. The catalyst is C1(C)C=CC=CC=1.C([O-])(=O)C.[Pd+2].C([O-])(=O)C.C1C=CC(P(C2C(C3C(P(C4C=CC=CC=4)C4C=CC=CC=4)=CC=C4C=3C=CC=C4)=C3C(C=CC=C3)=CC=2)C2C=CC=CC=2)=CC=1.O. The product is [Cl:28][C:16]1[CH:17]=[C:18]([O:19][CH:20]2[CH2:25][CH2:24][CH2:23][CH2:22][O:21]2)[CH:26]=[CH:27][C:15]=1[N:4]1[CH2:5][CH2:6][N:1]([C:7]([O:9][C:10]([CH3:13])([CH3:12])[CH3:11])=[O:8])[CH2:2][CH2:3]1. The yield is 0.620. (7) The reactants are [CH3:1][C:2]1[C:23]([C:24]2[S:25][C:26]([C:35]3[N:39]=[CH:38][NH:37][N:36]=3)=[C:27]([C:29]3[CH:34]=[CH:33][CH:32]=[CH:31][CH:30]=3)[N:28]=2)=[C:5]2[CH:6]=[C:7]([O:10][CH2:11][CH2:12][N:13]3[CH2:18][CH2:17][N:16]([S:19]([CH3:22])(=[O:21])=[O:20])[CH2:15][CH2:14]3)[CH:8]=[CH:9][N:4]2[N:3]=1.O.[C:41]1([CH3:51])[CH:46]=[CH:45][C:44]([S:47]([OH:50])(=[O:49])=[O:48])=[CH:43][CH:42]=1.CCO. The catalyst is CCOC(C)=O. The product is [C:41]1([CH3:51])[CH:42]=[CH:43][C:44]([S:47]([OH:50])(=[O:48])=[O:49])=[CH:45][CH:46]=1.[C:41]1([CH3:51])[CH:42]=[CH:43][C:44]([S:47]([OH:50])(=[O:48])=[O:49])=[CH:45][CH:46]=1.[CH3:1][C:2]1[C:23]([C:24]2[S:25][C:26]([C:35]3[N:39]=[CH:38][NH:37][N:36]=3)=[C:27]([C:29]3[CH:34]=[CH:33][CH:32]=[CH:31][CH:30]=3)[N:28]=2)=[C:5]2[CH:6]=[C:7]([O:10][CH2:11][CH2:12][N:13]3[CH2:18][CH2:17][N:16]([S:19]([CH3:22])(=[O:21])=[O:20])[CH2:15][CH2:14]3)[CH:8]=[CH:9][N:4]2[N:3]=1. The yield is 0.850. (8) The yield is 0.940. The reactants are [C:1]([C@@H:3]1[CH2:7][N:6]([C:8]([O:10][C:11]([CH3:14])([CH3:13])[CH3:12])=[O:9])[C@H:5]([C:15]([O:17][CH3:18])=[O:16])[CH2:4]1)#N.Cl.[C:20](OC(OC(C)(C)C)=O)(OC(C)(C)C)=[O:21].C[OH:36]. No catalyst specified. The product is [N:6]1([C:8]([O:10][C:11]([CH3:14])([CH3:13])[CH3:12])=[O:9])[CH2:7][C@@H:3]([C:1]([O:21][CH3:20])=[O:36])[CH2:4][C@H:5]1[C:15]([O:17][CH3:18])=[O:16]. (9) The reactants are [C:1]([N:4]([C:34]1[CH:39]=[CH:38][C:37]([Cl:40])=[CH:36][CH:35]=1)[C@H:5]1[C:14]2[C:9](=[CH:10][CH:11]=[CH:12][CH:13]=2)[N:8]([C:15]([C:17]2[CH:32]=[CH:31][C:20]([O:21][CH2:22][C:23]3[O:27][C:26]([C:28]([OH:30])=O)=[CH:25][CH:24]=3)=[CH:19][CH:18]=2)=[O:16])[C@@H:7]([CH3:33])[CH2:6]1)(=[O:3])[CH3:2].C1C=CC2N(O)N=[N:47]C=2C=1.CCN=C=NCCCN(C)C.[Cl-].[NH4+]. The catalyst is C1COCC1.CN(C=O)C.C(OCC)(=O)C. The product is [C:1]([N:4]([C:34]1[CH:39]=[CH:38][C:37]([Cl:40])=[CH:36][CH:35]=1)[C@H:5]1[C:14]2[C:9](=[CH:10][CH:11]=[CH:12][CH:13]=2)[N:8]([C:15]([C:17]2[CH:18]=[CH:19][C:20]([O:21][CH2:22][C:23]3[O:27][C:26]([C:28]([NH2:47])=[O:30])=[CH:25][CH:24]=3)=[CH:31][CH:32]=2)=[O:16])[C@@H:7]([CH3:33])[CH2:6]1)(=[O:3])[CH3:2]. The yield is 0.610.